From a dataset of Reaction yield outcomes from USPTO patents with 853,638 reactions. Predict the reaction yield, written as a fraction of the theoretical maximum amount of product (1.0 means a 100% yield; for example, 0.34 means a 34% yield). (1) The catalyst is C1COCC1. The product is [Cl:21][C:18]1[S:17][C:16]([S:13]([NH:12][C@H:4]([C:1]([OH:3])([CH3:22])[CH3:2])[C@H:5]([CH3:11])[CH2:6][C:7]([F:10])([F:9])[F:8])(=[O:15])=[O:14])=[CH:20][CH:19]=1. The yield is 0.466. The reactants are [C:1]([C@@H:4]([NH:12][S:13]([C:16]1[S:17][C:18]([Cl:21])=[CH:19][CH:20]=1)(=[O:15])=[O:14])[C@H:5]([CH3:11])[CH2:6][C:7]([F:10])([F:9])[F:8])(=[O:3])[CH3:2].[CH3:22][Mg]Br.CCOC(C)=O.CCCCCC. (2) The reactants are [Cl:1][C:2]1[N:7]=[C:6]([CH2:8][C:9]([C:11]2[C:12]([F:29])=[C:13]([NH:17][S:18]([C:21]3[C:26]([F:27])=[CH:25][CH:24]=[CH:23][C:22]=3[F:28])(=[O:20])=[O:19])[CH:14]=[CH:15][CH:16]=2)=O)[CH:5]=[CH:4][N:3]=1.C1C(=O)N(Br)C(=O)C1.[NH2:38][C:39]([N:41]1[CH2:46][CH2:45][N:44]([C:47]([O:49][C:50]([CH3:53])([CH3:52])[CH3:51])=[O:48])[CH2:43][CH2:42]1)=[S:40]. No catalyst specified. The product is [Cl:1][C:2]1[N:7]=[C:6]([C:8]2[S:40][C:39]([N:41]3[CH2:42][CH2:43][N:44]([C:47]([O:49][C:50]([CH3:53])([CH3:52])[CH3:51])=[O:48])[CH2:45][CH2:46]3)=[N:38][C:9]=2[C:11]2[CH:16]=[CH:15][CH:14]=[C:13]([NH:17][S:18]([C:21]3[C:26]([F:27])=[CH:25][CH:24]=[CH:23][C:22]=3[F:28])(=[O:20])=[O:19])[C:12]=2[F:29])[CH:5]=[CH:4][N:3]=1. The yield is 0.380. (3) The reactants are [F:1][C:2]([F:18])([F:17])[C:3]1[O:7][N:6]=[C:5]([C:8]2[S:12][C:11]([C:13]([OH:15])=O)=[CH:10][CH:9]=2)[C:4]=1[CH3:16].[NH:19]1[CH2:24][CH2:23][CH2:22][CH:21]([C:25]([NH2:27])=[O:26])[CH2:20]1.C1COCC1.N1CCCCC1. The catalyst is C(N(CC)CC)C. The product is [CH3:16][C:4]1[C:5]([C:8]2[S:12][C:11]([C:13]([N:19]3[CH2:24][CH2:23][CH2:22][CH:21]([C:25]([NH2:27])=[O:26])[CH2:20]3)=[O:15])=[CH:10][CH:9]=2)=[N:6][O:7][C:3]=1[C:2]([F:1])([F:18])[F:17]. The yield is 0.970. (4) The reactants are [C:1](Cl)(=[O:3])[CH3:2].[NH2:5][C:6]1[C:7]([F:20])=[CH:8][C:9]([CH3:19])=[C:10]([C:12](=[O:18])[C:13]([O:15][CH2:16][CH3:17])=[O:14])[CH:11]=1.CCN(CC)CC. The catalyst is C(Cl)Cl. The product is [C:1]([NH:5][C:6]1[C:7]([F:20])=[CH:8][C:9]([CH3:19])=[C:10]([C:12](=[O:18])[C:13]([O:15][CH2:16][CH3:17])=[O:14])[CH:11]=1)(=[O:3])[CH3:2]. The yield is 1.00. (5) The reactants are [F:1][C:2]1[CH:11]=[CH:10][C:9]2[CH:12]=[CH:13][C:14](=[O:15])[N:7]3[C:8]=2[C:3]=1[CH:4]([CH:16]=O)[CH2:5][CH2:6]3.C(O)(=O)C.[O:22]1[C:31]2[CH:30]=[C:29]([CH2:32][N:33]([CH:41]3[CH2:46][CH2:45][NH:44][CH2:43][CH2:42]3)C(=O)OC(C)(C)C)[N:28]=[CH:27][C:26]=2[O:25][CH2:24][CH2:23]1.C(O)(C(F)(F)F)=O.[Cl:54]CCl. The catalyst is CO. The product is [ClH:54].[O:22]1[C:31]2[CH:30]=[C:29]([CH2:32][NH:33][CH:41]3[CH2:46][CH2:45][N:44]([CH2:16][CH:4]4[C:3]5[C:8]6=[C:9]([CH:12]=[CH:13][C:14](=[O:15])[N:7]6[CH2:6][CH2:5]4)[CH:10]=[CH:11][C:2]=5[F:1])[CH2:43][CH2:42]3)[N:28]=[CH:27][C:26]=2[O:25][CH2:24][CH2:23]1. The yield is 0.400. (6) The reactants are [CH2:1]([O:3][C:4]1[CH:9]=[CH:8][C:7]([C:10]2[CH:11]=[C:12]3[C:16](=[CH:17][CH:18]=2)[C:15](=[O:19])[O:14][CH2:13]3)=[C:6]([OH:20])[C:5]=1[O:21][CH3:22])[CH3:2].C(=O)([O-])[O-].[K+].[K+].[CH2:29](Br)[CH2:30][CH3:31]. The catalyst is C(#N)C. The product is [CH2:1]([O:3][C:4]1[CH:9]=[CH:8][C:7]([C:10]2[CH:11]=[C:12]3[C:16](=[CH:17][CH:18]=2)[C:15](=[O:19])[O:14][CH2:13]3)=[C:6]([O:20][CH2:29][CH2:30][CH3:31])[C:5]=1[O:21][CH3:22])[CH3:2]. The yield is 0.220. (7) The reactants are [CH3:1][O:2][C:3]1[CH:8]=[C:7]([CH:9]=[CH2:10])[CH:6]=[CH:5][C:4]=1[N+:11]([O-:13])=[O:12].[NH:14]1[CH2:18][CH2:17][CH2:16][CH2:15]1. The catalyst is CO. The product is [CH3:1][O:2][C:3]1[CH:8]=[C:7]([CH2:9][CH2:10][N:14]2[CH2:18][CH2:17][CH2:16][CH2:15]2)[CH:6]=[CH:5][C:4]=1[N+:11]([O-:13])=[O:12]. The yield is 0.750.